This data is from NCI-60 drug combinations with 297,098 pairs across 59 cell lines. The task is: Regression. Given two drug SMILES strings and cell line genomic features, predict the synergy score measuring deviation from expected non-interaction effect. (1) Drug 1: CC1=C(N=C(N=C1N)C(CC(=O)N)NCC(C(=O)N)N)C(=O)NC(C(C2=CN=CN2)OC3C(C(C(C(O3)CO)O)O)OC4C(C(C(C(O4)CO)O)OC(=O)N)O)C(=O)NC(C)C(C(C)C(=O)NC(C(C)O)C(=O)NCCC5=NC(=CS5)C6=NC(=CS6)C(=O)NCCC[S+](C)C)O. Drug 2: CCC1(C2=C(COC1=O)C(=O)N3CC4=CC5=C(C=CC(=C5CN(C)C)O)N=C4C3=C2)O.Cl. Cell line: OVCAR-4. Synergy scores: CSS=10.4, Synergy_ZIP=-4.63, Synergy_Bliss=-3.26, Synergy_Loewe=-0.125, Synergy_HSA=0.163. (2) Drug 1: CC12CCC3C(C1CCC2O)C(CC4=C3C=CC(=C4)O)CCCCCCCCCS(=O)CCCC(C(F)(F)F)(F)F. Drug 2: C(CC(=O)O)C(=O)CN.Cl. Cell line: SN12C. Synergy scores: CSS=6.87, Synergy_ZIP=-1.84, Synergy_Bliss=-0.295, Synergy_Loewe=-2.69, Synergy_HSA=-1.69. (3) Drug 1: CN1CCC(CC1)COC2=C(C=C3C(=C2)N=CN=C3NC4=C(C=C(C=C4)Br)F)OC. Drug 2: CC1=C2C(C(=O)C3(C(CC4C(C3C(C(C2(C)C)(CC1OC(=O)C(C(C5=CC=CC=C5)NC(=O)OC(C)(C)C)O)O)OC(=O)C6=CC=CC=C6)(CO4)OC(=O)C)OC)C)OC. Cell line: MCF7. Synergy scores: CSS=44.1, Synergy_ZIP=5.62, Synergy_Bliss=5.58, Synergy_Loewe=-3.87, Synergy_HSA=7.91. (4) Drug 1: C1=C(C(=O)NC(=O)N1)F. Drug 2: CC12CCC3C(C1CCC2O)C(CC4=C3C=CC(=C4)O)CCCCCCCCCS(=O)CCCC(C(F)(F)F)(F)F. Cell line: HCC-2998. Synergy scores: CSS=21.3, Synergy_ZIP=-0.895, Synergy_Bliss=-8.17, Synergy_Loewe=-9.49, Synergy_HSA=-9.29. (5) Drug 1: C1CCN(CC1)CCOC2=CC=C(C=C2)C(=O)C3=C(SC4=C3C=CC(=C4)O)C5=CC=C(C=C5)O. Drug 2: CCCCCOC(=O)NC1=NC(=O)N(C=C1F)C2C(C(C(O2)C)O)O. Cell line: T-47D. Synergy scores: CSS=10.6, Synergy_ZIP=-4.76, Synergy_Bliss=-1.03, Synergy_Loewe=-2.41, Synergy_HSA=-1.05. (6) Drug 1: CC1OCC2C(O1)C(C(C(O2)OC3C4COC(=O)C4C(C5=CC6=C(C=C35)OCO6)C7=CC(=C(C(=C7)OC)O)OC)O)O. Drug 2: C1C(C(OC1N2C=C(C(=O)NC2=O)F)CO)O. Cell line: TK-10. Synergy scores: CSS=54.2, Synergy_ZIP=-2.11, Synergy_Bliss=-2.82, Synergy_Loewe=1.05, Synergy_HSA=2.91. (7) Drug 1: CC12CCC3C(C1CCC2O)C(CC4=C3C=CC(=C4)O)CCCCCCCCCS(=O)CCCC(C(F)(F)F)(F)F. Drug 2: CN(CCCl)CCCl.Cl. Cell line: LOX IMVI. Synergy scores: CSS=24.6, Synergy_ZIP=-6.74, Synergy_Bliss=2.52, Synergy_Loewe=-2.25, Synergy_HSA=2.54.